From a dataset of Full USPTO retrosynthesis dataset with 1.9M reactions from patents (1976-2016). Predict the reactants needed to synthesize the given product. (1) The reactants are: [OH:1][C:2]1[C:19]2[CH2:18][C@@:17]([OH:24])([C:20](=[O:23])[CH2:21][OH:22])[CH2:16][C@H:15]([O:25][C@@H:26]3[O:40][C@@H:39]([CH3:41])[C@H:29]4[O:30][C@H:31]5[N:36]([C@H:28]4[CH2:27]3)[CH2:35][CH2:34][O:33][C@@H:32]5[O:37][CH3:38])[C:14]=2[C:13]([OH:42])=[C:12]2[C:3]=1[C:4](=[O:46])[C:5]1[CH:6]=[CH:7][CH:8]=[C:9]([O:44][CH3:45])[C:10]=1[C:11]2=[O:43].[O:47]1[CH:52]=[CH:51][CH2:50][CH2:49][CH:48]1[CH2:53][O:54][CH2:55][C:56]([O:58][CH2:59][CH3:60])=[O:57].C1(C)C=CC(S(O)(=O)=O)=CC=1.C(=O)(O)[O-].[Na+]. Given the product [CH2:59]([O:58][C:56](=[O:57])[CH2:55][O:54][CH2:53][CH:48]1[CH2:49][CH2:50][CH2:51][CH:52]([O:22][CH2:21][C:20](=[O:23])[C@@:17]2([OH:24])[CH2:16][C@H:15]([O:25][C@@H:26]3[O:40][C@@H:39]([CH3:41])[C@H:29]4[O:30][C@H:31]5[N:36]([C@H:28]4[CH2:27]3)[CH2:35][CH2:34][O:33][C@@H:32]5[O:37][CH3:38])[C:14]3[C:19](=[C:2]([OH:1])[C:3]4[C:4](=[O:46])[C:5]5[C:10]([C:11](=[O:43])[C:12]=4[C:13]=3[OH:42])=[C:9]([O:44][CH3:45])[CH:8]=[CH:7][CH:6]=5)[CH2:18]2)[O:47]1)[CH3:60], predict the reactants needed to synthesize it. (2) Given the product [CH3:24][O:23][C@@H:3]1[C@@H:2]([NH:1][CH2:36][C:34]2[CH:33]=[CH:32][C:29]3[O:30][CH2:31][C:26](=[O:25])[NH:27][C:28]=3[N:35]=2)[CH2:7][CH2:6][N:5]([CH2:8][CH2:9][N:10]2[C:19]3[C:14](=[CH:15][CH:16]=[C:17]([C:20]#[N:21])[CH:18]=3)[CH:13]=[CH:12][C:11]2=[O:22])[CH2:4]1, predict the reactants needed to synthesize it. The reactants are: [NH2:1][C@H:2]1[CH2:7][CH2:6][N:5]([CH2:8][CH2:9][N:10]2[C:19]3[C:14](=[CH:15][CH:16]=[C:17]([C:20]#[N:21])[CH:18]=3)[CH:13]=[CH:12][C:11]2=[O:22])[CH2:4][C@@H:3]1[O:23][CH3:24].[O:25]=[C:26]1[CH2:31][O:30][C:29]2[CH:32]=[CH:33][C:34]([CH:36]=O)=[N:35][C:28]=2[NH:27]1.C(O[BH-](OC(=O)C)OC(=O)C)(=O)C.[Na+]. (3) Given the product [Br:24][C:13]1[CH:14]=[CH:15][C:10]([N:9]([C:6]2[CH:7]=[CH:8][C:3]([O:2][CH3:1])=[CH:4][CH:5]=2)[C:16]2[CH:17]=[CH:18][C:19]([O:22][CH3:23])=[CH:20][CH:21]=2)=[CH:11][CH:12]=1, predict the reactants needed to synthesize it. The reactants are: [CH3:1][O:2][C:3]1[CH:8]=[CH:7][C:6]([N:9]([C:16]2[CH:21]=[CH:20][C:19]([O:22][CH3:23])=[CH:18][CH:17]=2)[C:10]2[CH:15]=[CH:14][CH:13]=[CH:12][CH:11]=2)=[CH:5][CH:4]=1.[Br:24]N1C(=O)CCC1=O.C(OC(=O)C)C. (4) Given the product [CH2:16]([O:18][C:19](=[O:24])/[CH:20]=[C:21](/[O:15][C:10]1[CH:11]=[CH:12][CH:13]=[CH:14][C:9]=1[S:8][CH3:7])\[CH3:22])[CH3:17], predict the reactants needed to synthesize it. The reactants are: CC(C)([O-])C.[K+].[CH3:7][S:8][C:9]1[CH:14]=[CH:13][CH:12]=[CH:11][C:10]=1[OH:15].[CH2:16]([O:18][C:19](=[O:24])[CH:20]=[C:21](Cl)[CH3:22])[CH3:17].